This data is from Reaction yield outcomes from USPTO patents with 853,638 reactions. The task is: Predict the reaction yield, written as a fraction of the theoretical maximum amount of product (1.0 means a 100% yield; for example, 0.34 means a 34% yield). (1) The reactants are [Cl:1][C:2]1[N:7]=[C:6]([NH2:8])[CH:5]=[CH:4][C:3]=1[CH3:9].CCN(CC)CC.[F:17][C:18]1([F:33])[O:22][C:21]2[CH:23]=[CH:24][C:25]([C:27]3([C:30](Cl)=[O:31])[CH2:29][CH2:28]3)=[CH:26][C:20]=2[O:19]1. The catalyst is ClCCl. The product is [Cl:1][C:2]1[N:7]=[C:6]([NH:8][C:30]([C:27]2([C:25]3[CH:24]=[CH:23][C:21]4[O:22][C:18]([F:33])([F:17])[O:19][C:20]=4[CH:26]=3)[CH2:29][CH2:28]2)=[O:31])[CH:5]=[CH:4][C:3]=1[CH3:9]. The yield is 0.940. (2) The reactants are [C:1]([C:5]1[CH:6]=[C:7]([CH:42]=[C:43]([C:45]([O:47][CH3:48])=[O:46])[CH:44]=1)[CH2:8][C:9]1([CH2:19][CH2:20][CH2:21][S:22][C:23]([C:36]2[CH:41]=[CH:40][CH:39]=[CH:38][CH:37]=2)([C:30]2[CH:35]=[CH:34][CH:33]=[CH:32][CH:31]=2)[C:24]2[CH:29]=[CH:28][CH:27]=[CH:26][CH:25]=2)[C:14](=[O:15])[O:13]C(C)(C)[O:11][C:10]1=[O:18])([CH3:4])([CH3:3])[CH3:2].[OH-].[Na+]. The catalyst is O1CCOCC1.O. The product is [C:1]([C:5]1[CH:6]=[C:7]([CH:42]=[C:43]([C:45]([O:47][CH3:48])=[O:46])[CH:44]=1)[CH2:8][C:9]([CH2:19][CH2:20][CH2:21][S:22][C:23]([C:36]1[CH:41]=[CH:40][CH:39]=[CH:38][CH:37]=1)([C:30]1[CH:31]=[CH:32][CH:33]=[CH:34][CH:35]=1)[C:24]1[CH:25]=[CH:26][CH:27]=[CH:28][CH:29]=1)([C:10]([OH:18])=[O:11])[C:14]([OH:15])=[O:13])([CH3:4])([CH3:2])[CH3:3]. The yield is 0.900. (3) The reactants are [CH3:1][C:2]([C:4]1[O:5][C:6]2[CH:12]=[CH:11][CH:10]=[CH:9][C:7]=2[CH:8]=1)=O.[C:13]([O:17][C:18]([CH3:21])([CH3:20])[CH3:19])(=[O:16])[NH:14][NH2:15]. The catalyst is C1COCC1.Cl. The product is [C:18]([O:17][C:13]([NH:14][N:15]=[CH:1][CH2:2][C:4]1[O:5][C:6]2[CH:12]=[CH:11][CH:10]=[CH:9][C:7]=2[CH:8]=1)=[O:16])([CH3:21])([CH3:20])[CH3:19]. The yield is 0.960. (4) The reactants are [Cl:1][C:2]1[N:3]=[CH:4][N:5]([C:7]2[CH:12]=[CH:11][C:10]([NH:13][C:14]3[N:15]=[C:16]([N:29]4[CH2:32][C:31]5(OCC[O:33]5)[CH2:30]4)[C:17]4[CH2:22][CH2:21][CH:20]([C:23]5[CH:28]=[CH:27][CH:26]=[CH:25][CH:24]=5)[C:18]=4[N:19]=3)=[CH:9][C:8]=2[O:37][CH3:38])[CH:6]=1.O. The catalyst is CC(C)=O. The product is [Cl:1][C:2]1[N:3]=[CH:4][N:5]([C:7]2[CH:12]=[CH:11][C:10]([NH:13][C:14]3[N:15]=[C:16]([N:29]4[CH2:30][C:31](=[O:33])[CH2:32]4)[C:17]4[CH2:22][CH2:21][CH:20]([C:23]5[CH:28]=[CH:27][CH:26]=[CH:25][CH:24]=5)[C:18]=4[N:19]=3)=[CH:9][C:8]=2[O:37][CH3:38])[CH:6]=1. The yield is 0.205.